Dataset: Peptide-MHC class I binding affinity with 185,985 pairs from IEDB/IMGT. Task: Regression. Given a peptide amino acid sequence and an MHC pseudo amino acid sequence, predict their binding affinity value. This is MHC class I binding data. (1) The peptide sequence is VSALRLFNY. The MHC is HLA-A03:01 with pseudo-sequence HLA-A03:01. The binding affinity (normalized) is 0.0847. (2) The peptide sequence is NSTTDAEACY. The MHC is HLA-A33:01 with pseudo-sequence HLA-A33:01. The binding affinity (normalized) is 0. (3) The peptide sequence is AERGPGQML. The MHC is HLA-A23:01 with pseudo-sequence HLA-A23:01. The binding affinity (normalized) is 0. (4) The peptide sequence is QQAELEAFL. The MHC is Mamu-A07 with pseudo-sequence Mamu-A07. The binding affinity (normalized) is 0. (5) The MHC is Mamu-B6601 with pseudo-sequence Mamu-B6601. The binding affinity (normalized) is 0.214. The peptide sequence is KNSKFKNFR. (6) The peptide sequence is PMQQLTQPL. The MHC is HLA-B58:01 with pseudo-sequence HLA-B58:01. The binding affinity (normalized) is 0.0847. (7) The peptide sequence is RQRKRRWR. The MHC is HLA-B27:05 with pseudo-sequence HLA-B27:05. The binding affinity (normalized) is 0.338. (8) The peptide sequence is SRTLLAGIV. The MHC is Mamu-A07 with pseudo-sequence Mamu-A07. The binding affinity (normalized) is 0.261. (9) The peptide sequence is ISFMYVFI. The MHC is H-2-Db with pseudo-sequence H-2-Db. The binding affinity (normalized) is 0.125. (10) The peptide sequence is YIYKSGKLVK. The MHC is HLA-A33:01 with pseudo-sequence HLA-A33:01. The binding affinity (normalized) is 0.171.